Dataset: Catalyst prediction with 721,799 reactions and 888 catalyst types from USPTO. Task: Predict which catalyst facilitates the given reaction. (1) Reactant: [Cl:1][C:2]1[CH:7]=[CH:6][C:5]([N:8]2[CH:13]=[CH:12][C:11](=[O:14])[C:10]([C:15](N(OC)C)=[O:16])=[N:9]2)=[CH:4][CH:3]=1.[O:21]1[CH2:26][CH2:25][CH2:24][CH2:23][CH:22]1[O:27][C:28]1[CH:33]=[CH:32][C:31]([Mg]Br)=[CH:30][CH:29]=1.[NH4+].[Cl-]. Product: [Cl:1][C:2]1[CH:3]=[CH:4][C:5]([N:8]2[CH:13]=[CH:12][C:11](=[O:14])[C:10]([C:15](=[O:16])[C:31]3[CH:32]=[CH:33][C:28]([O:27][CH:22]4[CH2:23][CH2:24][CH2:25][CH2:26][O:21]4)=[CH:29][CH:30]=3)=[N:9]2)=[CH:6][CH:7]=1. The catalyst class is: 1. (2) Reactant: Br[C:2]1[C:3]([O:16][C:17]2[N:25]=[C:24]3[C:20]([N:21]([CH:26]4[CH2:31][CH2:30][CH2:29][CH2:28][O:27]4)[CH:22]=[N:23]3)=[CH:19][N:18]=2)=[C:4]2[C:9](=[CH:10][CH:11]=1)[N:8]([C:12](=[O:14])[CH3:13])[C@@H:7]([CH3:15])[CH2:6][CH2:5]2.C(=O)([O-])[O-].[K+].[K+].[CH:38]1([N:41]2[CH:45]=[C:44](B3OC(C)(C)C(C)(C)O3)[CH:43]=[N:42]2)[CH2:40][CH2:39]1.O1CCOCC1. Product: [CH:38]1([N:41]2[CH:45]=[C:44]([C:2]3[C:3]([O:16][C:17]4[N:25]=[C:24]5[C:20]([N:21]([CH:26]6[CH2:31][CH2:30][CH2:29][CH2:28][O:27]6)[CH:22]=[N:23]5)=[CH:19][N:18]=4)=[C:4]4[C:9](=[CH:10][CH:11]=3)[N:8]([C:12](=[O:14])[CH3:13])[C@@H:7]([CH3:15])[CH2:6][CH2:5]4)[CH:43]=[N:42]2)[CH2:40][CH2:39]1. The catalyst class is: 263. (3) Reactant: CS(O[CH2:6][CH2:7][C:8]1[CH:9]=[CH:10][CH:11]=[C:12]2[C:16]=1[NH:15][CH:14]=[C:13]2[C:17](=[O:25])[CH2:18][C:19]1[CH:24]=[CH:23][CH:22]=[CH:21][CH:20]=1)(=O)=O.[CH3:26][S-:27].[Na+]. Product: [CH3:26][S:27][CH2:6][CH2:7][C:8]1[CH:9]=[CH:10][CH:11]=[C:12]2[C:16]=1[NH:15][CH:14]=[C:13]2[C:17](=[O:25])[CH2:18][C:19]1[CH:24]=[CH:23][CH:22]=[CH:21][CH:20]=1. The catalyst class is: 5. (4) Reactant: CCCC[N+](CCCC)(CCCC)CCCC.[F-].[CH2:19]([O:26][C@@H:27]1[C@@H:35]([CH:36]=[N:37][S:38]([C:40]([CH3:43])([CH3:42])[CH3:41])=[O:39])[O:34][C@H:33]2[C@H:29]([N:30]=[C:31]([N:44]([CH3:46])[CH3:45])[S:32]2)[C@H:28]1[O:47][CH2:48][C:49]1[CH:54]=[CH:53][CH:52]=[CH:51][CH:50]=1)[C:20]1[CH:25]=[CH:24][CH:23]=[CH:22][CH:21]=1.[Si]([C:59]([F:62])([F:61])[F:60])(C)(C)C. Product: [CH2:19]([O:26][C@@H:27]1[C@@H:35]([CH:36]([NH:37][S:38]([C:40]([CH3:42])([CH3:41])[CH3:43])=[O:39])[C:59]([F:62])([F:61])[F:60])[O:34][C@H:33]2[C@H:29]([N:30]=[C:31]([N:44]([CH3:45])[CH3:46])[S:32]2)[C@H:28]1[O:47][CH2:48][C:49]1[CH:50]=[CH:51][CH:52]=[CH:53][CH:54]=1)[C:20]1[CH:21]=[CH:22][CH:23]=[CH:24][CH:25]=1. The catalyst class is: 1.